Dataset: Catalyst prediction with 721,799 reactions and 888 catalyst types from USPTO. Task: Predict which catalyst facilitates the given reaction. (1) Reactant: [C:1]([CH:3]=[CH:4][C:5]1[CH:6]=[C:7]([CH:11]2[O:15][CH2:14][CH2:13][O:12]2)[CH:8]=[CH:9][CH:10]=1)#[N:2]. Product: [C:1]([CH2:3][CH2:4][C:5]1[CH:6]=[C:7]([CH:11]2[O:12][CH2:13][CH2:14][O:15]2)[CH:8]=[CH:9][CH:10]=1)#[N:2]. The catalyst class is: 586. (2) Reactant: [Br:1][C:2]1[C:3](Cl)=[N:4][CH:5]=[CH:6][C:7]=1[CH3:8].[CH2:10]([OH:12])[CH3:11].[H-].[Na+]. Product: [Br:1][C:2]1[C:3]([O:12][CH2:10][CH3:11])=[N:4][CH:5]=[CH:6][C:7]=1[CH3:8]. The catalyst class is: 3. (3) Reactant: [CH3:1][S:2]([C:5]1[CH:32]=[CH:31][C:8]([C:9]([NH:11][C:12]2[CH:17]=[CH:16][C:15]([C:18]3[CH2:19][CH2:20][N:21]([C:24]([O:26][C:27]([CH3:30])([CH3:29])[CH3:28])=[O:25])[CH2:22][CH:23]=3)=[CH:14][N:13]=2)=[O:10])=[CH:7][CH:6]=1)(=[O:4])=[O:3]. Product: [CH3:1][S:2]([C:5]1[CH:6]=[CH:7][C:8]([C:9]([NH:11][C:12]2[CH:17]=[CH:16][C:15]([CH:18]3[CH2:23][CH2:22][N:21]([C:24]([O:26][C:27]([CH3:28])([CH3:30])[CH3:29])=[O:25])[CH2:20][CH2:19]3)=[CH:14][N:13]=2)=[O:10])=[CH:31][CH:32]=1)(=[O:3])=[O:4]. The catalyst class is: 129. (4) Reactant: [CH2:1]([N:5]1[C:17]2[C:16]3[CH:15]=[CH:14][CH:13]=[CH:12][C:11]=3[N:10]=[C:9](Cl)[C:8]=2[N:7]=[C:6]1[CH2:19][OH:20])[CH2:2][CH2:3][CH3:4].[NH3:21]. Product: [NH2:21][C:9]1[C:8]2[N:7]=[C:6]([CH2:19][OH:20])[N:5]([CH2:1][CH2:2][CH2:3][CH3:4])[C:17]=2[C:16]2[CH:15]=[CH:14][CH:13]=[CH:12][C:11]=2[N:10]=1. The catalyst class is: 5. (5) Reactant: Br[C:2]1[C:7]([O:8][CH3:9])=[CH:6][N:5]([CH:10]([CH3:27])[C:11]([NH:13][C:14]2[CH:26]=[CH:25][C:17]([C:18]([O:20][C:21]([CH3:24])([CH3:23])[CH3:22])=[O:19])=[CH:16][CH:15]=2)=[O:12])[C:4](=[O:28])[CH:3]=1.[Cl:29][C:30]1[CH:31]=[CH:32][C:33]([CH:45]2[CH2:47][CH2:46]2)=[C:34](B2OC(C)(C)C(C)(C)O2)[CH:35]=1.C(=O)([O-])[O-].[K+].[K+]. Product: [Cl:29][C:30]1[CH:35]=[CH:34][C:33]([CH:45]2[CH2:47][CH2:46]2)=[C:32]([C:2]2[C:7]([O:8][CH3:9])=[CH:6][N:5]([CH:10]([CH3:27])[C:11]([NH:13][C:14]3[CH:26]=[CH:25][C:17]([C:18]([O:20][C:21]([CH3:24])([CH3:23])[CH3:22])=[O:19])=[CH:16][CH:15]=3)=[O:12])[C:4](=[O:28])[CH:3]=2)[CH:31]=1. The catalyst class is: 12. (6) Reactant: [C:1]([O:5][C:6](=[O:23])[N:7]([C:9]([C:15]1[CH:20]=[CH:19][C:18]([Cl:21])=[C:17]([Cl:22])[CH:16]=1)([CH:13]=O)[CH2:10][CH:11]=[CH2:12])[CH3:8])([CH3:4])([CH3:3])[CH3:2].CN.CO.[C:28]([BH3-])#[N:29].[Na+]. Product: [C:1]([O:5][C:6](=[O:23])[N:7]([C:9]([C:15]1[CH:20]=[CH:19][C:18]([Cl:21])=[C:17]([Cl:22])[CH:16]=1)([CH2:13][NH:29][CH3:28])[CH2:10][CH:11]=[CH2:12])[CH3:8])([CH3:4])([CH3:3])[CH3:2]. The catalyst class is: 5. (7) Reactant: [F:1][C:2]1[CH:10]=[C:9]([C:11]2[N:15]=[C:14]([C:16]3[CH:21]=[CH:20][C:19]([C:22]4[CH:27]=[CH:26][CH:25]=[CH:24][C:23]=4[CH3:28])=[C:18]([CH2:29][O:30][CH3:31])[CH:17]=3)[O:13][N:12]=2)[CH:8]=[CH:7][C:3]=1[C:4](Cl)=[O:5].CCN(C(C)C)C(C)C.[CH2:41]([O:43][C:44](=[O:49])[CH2:45][CH:46]([NH2:48])[CH3:47])[CH3:42]. Product: [F:1][C:2]1[CH:10]=[C:9]([C:11]2[N:15]=[C:14]([C:16]3[CH:21]=[CH:20][C:19]([C:22]4[CH:27]=[CH:26][CH:25]=[CH:24][C:23]=4[CH3:28])=[C:18]([CH2:29][O:30][CH3:31])[CH:17]=3)[O:13][N:12]=2)[CH:8]=[CH:7][C:3]=1[C:4]([NH:48][CH:46]([CH3:47])[CH2:45][C:44]([O:43][CH2:41][CH3:42])=[O:49])=[O:5]. The catalyst class is: 1. (8) Reactant: [Br:1][C:2]1[CH:10]=[CH:9][C:5]([C:6]([OH:8])=[O:7])=[C:4]([Cl:11])[CH:3]=1.[C:12](Cl)(=O)C. Product: [Br:1][C:2]1[CH:10]=[CH:9][C:5]([C:6]([O:8][CH3:12])=[O:7])=[C:4]([Cl:11])[CH:3]=1. The catalyst class is: 5. (9) Reactant: [C:1]([O:5][C:6](=[O:34])[CH2:7][N:8]1[C:16]2[C:11](=[CH:12][CH:13]=[C:14]([NH:17][CH2:18][C:19]3[N:20]([CH3:33])[C:21]4[C:26]([C:27]=3[C:28]([O:30]C)=O)=[C:25]([Cl:32])[CH:24]=[CH:23][CH:22]=4)[CH:15]=2)[CH:10]=[CH:9]1)([CH3:4])([CH3:3])[CH3:2].[Al](C)(C)C. Product: [Cl:32][C:25]1[C:26]2[C:27]3[C:28](=[O:30])[N:17]([C:14]4[CH:15]=[C:16]5[C:11]([CH:10]=[CH:9][N:8]5[CH2:7][C:6]([O:5][C:1]([CH3:4])([CH3:3])[CH3:2])=[O:34])=[CH:12][CH:13]=4)[CH2:18][C:19]=3[N:20]([CH3:33])[C:21]=2[CH:22]=[CH:23][CH:24]=1. The catalyst class is: 646.